From a dataset of Catalyst prediction with 721,799 reactions and 888 catalyst types from USPTO. Predict which catalyst facilitates the given reaction. (1) Reactant: [C:1]([Mg]Br)#[CH:2].[C:5]([O:8][CH2:9][C:10]([CH2:12][O:13][C:14](=[O:16])[CH3:15])=[O:11])(=[O:7])[CH3:6]. Product: [C:14]([O:13][CH2:12][C:10]([C:1]#[CH:2])([OH:11])[CH2:9][O:8][C:5](=[O:7])[CH3:6])(=[O:16])[CH3:15]. The catalyst class is: 1. (2) Reactant: [NH2:1][CH2:2][CH:3]([OH:6])[CH2:4][NH2:5].[CH3:7][CH:8]([Si:10](Cl)([CH:14]([CH3:16])[CH3:15])[CH:11]([CH3:13])[CH3:12])[CH3:9].CCN(CC)CC. Product: [CH:8]([Si:10]([CH:14]([CH3:16])[CH3:15])([CH:11]([CH3:13])[CH3:12])[O:6][CH:3]([CH2:4][NH2:5])[CH2:2][NH2:1])([CH3:9])[CH3:7]. The catalyst class is: 2. (3) Reactant: CC1(C)[O:9][C:8](=[O:10])[C:5]2([CH2:7][CH2:6]2)[C:4](=[O:11])O1.[F:13][C:14]1[CH:20]=[CH:19][CH:18]=[C:17]([F:21])[C:15]=1[NH2:16]. Product: [F:13][C:14]1[CH:20]=[CH:19][CH:18]=[C:17]([F:21])[C:15]=1[N:16]1[CH2:6][CH2:7][CH:5]([C:8]([OH:9])=[O:10])[C:4]1=[O:11]. The catalyst class is: 8. (4) Reactant: [CH3:1][O:2][C:3]1[N:8]=[N:7][C:6]([NH2:9])=[CH:5][CH:4]=1.CC1(C)C2C(=C(P(C3C=CC=CC=3)C3C=CC=CC=3)C=CC=2)OC2C(P(C3C=CC=CC=3)C3C=CC=CC=3)=CC=CC1=2.[C:52]([O:55][CH2:56][C:57]1[C:58]([N:72]2[CH2:83][CH2:82][N:81]3[C:74](=[CH:75][C:76]4[CH2:77][C:78]([CH3:85])([CH3:84])[CH2:79][C:80]=43)[C:73]2=[O:86])=[N:59][CH:60]=[CH:61][C:62]=1[C:63]1[CH:68]=[C:67](Br)[C:66](=[O:70])[N:65]([CH3:71])[CH:64]=1)(=[O:54])[CH3:53].C([O-])([O-])=O.[Cs+].[Cs+]. Product: [C:52]([O:55][CH2:56][C:57]1[C:58]([N:72]2[CH2:83][CH2:82][N:81]3[C:74](=[CH:75][C:76]4[CH2:77][C:78]([CH3:85])([CH3:84])[CH2:79][C:80]=43)[C:73]2=[O:86])=[N:59][CH:60]=[CH:61][C:62]=1[C:63]1[CH:68]=[C:67]([NH:9][C:6]2[N:7]=[N:8][C:3]([O:2][CH3:1])=[CH:4][CH:5]=2)[C:66](=[O:70])[N:65]([CH3:71])[CH:64]=1)(=[O:54])[CH3:53]. The catalyst class is: 102. (5) Reactant: [C:1]1([CH3:10])[CH:6]=[CH:5][C:4]([S:7]([O-:9])=[O:8])=[CH:3][CH:2]=1.[Na+].Br[CH2:13][C:14](=[O:16])[CH3:15]. Product: [CH3:10][C:1]1[CH:6]=[CH:5][C:4]([S:7]([CH2:13][C:14]([CH3:15])=[O:16])(=[O:9])=[O:8])=[CH:3][CH:2]=1. The catalyst class is: 8. (6) Reactant: [CH3:1][O:2][C:3]1[CH:4]=[C:5]([CH2:11][CH2:12][NH:13][C:14](=[O:30])[C:15]([C:20]2[CH:29]=[CH:28][C:27]3[CH2:26][CH2:25][CH2:24][CH2:23][C:22]=3[CH:21]=2)=[CH:16]N(C)C)[CH:6]=[CH:7][C:8]=1[O:9][CH3:10].Cl.[O:32]1CCCC1. Product: [CH3:1][O:2][C:3]1[CH:4]=[C:5]([CH2:11][CH2:12][NH:13][C:14](=[O:30])[C:15]([C:20]2[CH:29]=[CH:28][C:27]3[CH2:26][CH2:25][CH2:24][CH2:23][C:22]=3[CH:21]=2)=[CH:16][OH:32])[CH:6]=[CH:7][C:8]=1[O:9][CH3:10]. The catalyst class is: 6.